From a dataset of Catalyst prediction with 721,799 reactions and 888 catalyst types from USPTO. Predict which catalyst facilitates the given reaction. (1) Reactant: [C:1]([O-:4])(=[O:3])C.[O:5]=[C:6]1[C@@H:9]([NH3+:10])[CH2:8][NH:7]1.[CH3:11]CN(C(C)C)C(C)C.[F:20][C:21]1([F:41])[O:25][C:24]2[CH:26]=[CH:27][C:28](C3C=CN(C([O-])=O)C(=O)C=3C)=[CH:29][C:23]=2[O:22]1. Product: [F:41][C:21]1([F:20])[O:25][C:24]2[CH:26]=[CH:27][C:28]([O:4][C:1](=[O:3])[N:10]([CH3:11])[C@H:9]3[CH2:8][NH:7][C:6]3=[O:5])=[CH:29][C:23]=2[O:22]1. The catalyst class is: 2. (2) The catalyst class is: 321. Product: [N+:32]([C:27]1[CH:28]=[CH:29][CH:30]=[CH:31][C:26]=1[C:23]1[CH:22]=[CH:21][C:20]([N:9]2[C:8]3[CH:7]=[C:6]([N:1]4[CH:5]=[CH:4][CH:3]=[N:2]4)[CH:18]=[CH:17][C:16]=3[C:15]3[C:10]2=[CH:11][CH:12]=[CH:13][CH:14]=3)=[CH:25][CH:24]=1)([O-:34])=[O:33]. Reactant: [N:1]1([C:6]2[CH:18]=[CH:17][C:16]3[C:15]4[C:10](=[CH:11][CH:12]=[CH:13][CH:14]=4)[NH:9][C:8]=3[CH:7]=2)[CH:5]=[CH:4][CH:3]=[N:2]1.I[C:20]1[CH:25]=[CH:24][C:23]([C:26]2[CH:31]=[CH:30][CH:29]=[CH:28][C:27]=2[N+:32]([O-:34])=[O:33])=[CH:22][CH:21]=1.[O-]P([O-])([O-])=O.[K+].[K+].[K+].C1(N)CCCCC1N.